From a dataset of Catalyst prediction with 721,799 reactions and 888 catalyst types from USPTO. Predict which catalyst facilitates the given reaction. (1) Reactant: [CH3:1][O:2][C:3]1[N:8]=[C:7]2[N:9]([C:12]3[S:16][C:15]([C:17]([O:19]C)=O)=[C:14]([O:21][CH2:22][C:23]4[CH:28]=[CH:27][CH:26]=[CH:25][C:24]=4[C:29]([F:32])([F:31])[F:30])[CH:13]=3)[CH:10]=[N:11][C:6]2=[CH:5][CH:4]=1.[NH3:33]. Product: [CH3:1][O:2][C:3]1[N:8]=[C:7]2[N:9]([C:12]3[S:16][C:15]([C:17]([NH2:33])=[O:19])=[C:14]([O:21][CH2:22][C:23]4[CH:28]=[CH:27][CH:26]=[CH:25][C:24]=4[C:29]([F:32])([F:31])[F:30])[CH:13]=3)[CH:10]=[N:11][C:6]2=[CH:5][CH:4]=1. The catalyst class is: 5. (2) Reactant: [CH3:1][Si:2]([CH3:17])([CH3:16])[CH2:3][CH2:4][O:5][CH2:6][N:7]1[CH:11]=[C:10]([C:12]([O:14][CH3:15])=[O:13])[N:9]=[CH:8]1.C1C(=O)N([Br:25])C(=O)C1. Product: [Br:25][C:8]1[N:7]([CH2:6][O:5][CH2:4][CH2:3][Si:2]([CH3:16])([CH3:17])[CH3:1])[CH:11]=[C:10]([C:12]([O:14][CH3:15])=[O:13])[N:9]=1. The catalyst class is: 855. (3) Product: [Cl:1][C:2]1[CH:3]=[C:4]2[C:8](=[CH:9][CH:10]=1)[N:7]([S:11]([C:14]1[CH:19]=[CH:18][C:17]([O:20][CH3:21])=[C:16]([N:22]3[CH2:23][CH2:24][N:25]([CH3:28])[CH2:26][CH2:27]3)[CH:15]=1)(=[O:13])=[O:12])[CH:6]=[CH:5]2. Reactant: [Cl:1][C:2]1[CH:3]=[C:4]2[C:8](=[CH:9][CH:10]=1)[N:7]([S:11]([C:14]1[CH:19]=[CH:18][C:17]([O:20][CH3:21])=[C:16]([N:22]3[CH2:27][CH2:26][NH:25][CH2:24][CH2:23]3)[CH:15]=1)(=[O:13])=[O:12])[CH:6]=[CH:5]2.[C:28]([BH3-])#N.[Na+].C=O. The catalyst class is: 5. (4) Reactant: C1(P(C2C=CC=CC=2)C2C=CC=CC=2)C=CC=CC=1.[O:20]1[CH2:25][CH2:24][O:23][C:22]2[CH:26]=[C:27]([C:30]3[C:31]([CH3:38])=[C:32]([CH2:36][OH:37])[CH:33]=[CH:34][CH:35]=3)[CH:28]=[CH:29][C:21]1=2.[OH:39][C:40]1[CH:47]=[C:46](O)[C:45]([CH3:49])=[CH:44][C:41]=1[CH:42]=[O:43].N(C(OC(C)C)=O)=NC(OC(C)C)=O. Product: [O:20]1[CH2:25][CH2:24][O:23][C:22]2[CH:26]=[C:27]([C:30]3[C:31]([CH3:38])=[C:32]([CH:33]=[CH:34][CH:35]=3)[CH2:36][O:37][C:46]3[C:45]([CH3:49])=[CH:44][C:41]([CH:42]=[O:43])=[C:40]([OH:39])[CH:47]=3)[CH:28]=[CH:29][C:21]1=2. The catalyst class is: 7. (5) Reactant: [CH2:1]([O:8][C:9]1[CH:14]=[CH:13][C:12]([N:15]([CH3:49])[C:16]([C:18]2[CH:19]=[C:20]([C:27]3[CH:28]=[C:29]4[C:33](=[CH:34][C:35]=3[C:36]([N:38]3[C@H:47]([CH3:48])[CH2:46][C:45]5[C:40](=[CH:41][CH:42]=[CH:43][CH:44]=5)[CH2:39]3)=[O:37])[CH2:32][NH:31][CH2:30]4)[N:21]3[C:26]=2[CH2:25][CH2:24][CH2:23][CH2:22]3)=[O:17])=[CH:11][CH:10]=1)[C:2]1[CH:7]=[CH:6][CH:5]=[CH:4][CH:3]=1.[CH:50]1([CH2:56][CH:57]=O)[CH2:55][CH2:54][CH2:53][CH2:52][CH2:51]1.C(O[BH-](OC(=O)C)OC(=O)C)(=O)C.[Na+]. Product: [CH2:1]([O:8][C:9]1[CH:10]=[CH:11][C:12]([N:15]([CH3:49])[C:16]([C:18]2[CH:19]=[C:20]([C:27]3[CH:28]=[C:29]4[C:33](=[CH:34][C:35]=3[C:36]([N:38]3[C@H:47]([CH3:48])[CH2:46][C:45]5[C:40](=[CH:41][CH:42]=[CH:43][CH:44]=5)[CH2:39]3)=[O:37])[CH2:32][N:31]([CH2:57][CH2:56][CH:50]3[CH2:55][CH2:54][CH2:53][CH2:52][CH2:51]3)[CH2:30]4)[N:21]3[C:26]=2[CH2:25][CH2:24][CH2:23][CH2:22]3)=[O:17])=[CH:13][CH:14]=1)[C:2]1[CH:3]=[CH:4][CH:5]=[CH:6][CH:7]=1. The catalyst class is: 1. (6) Reactant: Br[C:2]1[CH:3]=[C:4]2[C:8](=[C:9]([CH3:11])[CH:10]=1)[N:7]([S:12]([C:15]1[CH:27]=[CH:26][C:18]([O:19][CH2:20][C:21]([O:23]CC)=[O:22])=[C:17]([CH3:28])[CH:16]=1)(=[O:14])=[O:13])[CH2:6][CH:5]2[CH3:29].[F:30][C:31]([F:42])([F:41])[C:32]1[CH:37]=[CH:36][C:35](B(O)O)=[CH:34][CH:33]=1.C(=O)([O-])[O-].[Na+].[Na+]. Product: [CH3:29][CH:5]1[C:4]2[C:8](=[C:9]([CH3:11])[CH:10]=[C:2]([C:35]3[CH:36]=[CH:37][C:32]([C:31]([F:42])([F:41])[F:30])=[CH:33][CH:34]=3)[CH:3]=2)[N:7]([S:12]([C:15]2[CH:27]=[CH:26][C:18]([O:19][CH2:20][C:21]([OH:23])=[O:22])=[C:17]([CH3:28])[CH:16]=2)(=[O:13])=[O:14])[CH2:6]1. The catalyst class is: 558. (7) Reactant: [OH:1][CH2:2][CH2:3][NH:4][C:5](=[O:13])[C:6]1[CH:11]=[CH:10][CH:9]=[CH:8][C:7]=1I.C(=O)([O-])O.[Na+].[CH:19]1([C:25]2[C:33]3[C:28](=[CH:29][C:30]([C:34]([O:36][CH3:37])=[O:35])=[CH:31][CH:32]=3)[NH:27][C:26]=2B2OC(C)(C)C(C)(C)O2)[CH2:24][CH2:23][CH2:22][CH2:21][CH2:20]1. Product: [CH:19]1([C:25]2[C:33]3[C:28](=[CH:29][C:30]([C:34]([O:36][CH3:37])=[O:35])=[CH:31][CH:32]=3)[NH:27][C:26]=2[C:7]2[CH:8]=[CH:9][CH:10]=[CH:11][C:6]=2[C:5](=[O:13])[NH:4][CH2:3][CH2:2][OH:1])[CH2:20][CH2:21][CH2:22][CH2:23][CH2:24]1. The catalyst class is: 108. (8) Product: [CH2:12]([CH:22]([CH2:25][CH2:26][CH2:27]/[CH:28]=[CH:29]\[CH2:30][CH2:31][CH2:32][CH2:33][CH3:34])[CH:23]([OH:24])[CH2:3][CH2:4]/[CH:5]=[CH:6]\[CH2:7][CH2:8][CH2:9][CH2:10][CH3:11])[CH2:13][CH2:14]/[CH:15]=[CH:16]\[CH2:17][CH2:18][CH2:19][CH2:20][CH3:21]. Reactant: [Mg].Br[CH2:3][CH2:4]/[CH:5]=[CH:6]\[CH2:7][CH2:8][CH2:9][CH2:10][CH3:11].[CH2:12]([CH:22]([CH2:25][CH2:26][CH2:27]/[CH:28]=[CH:29]\[CH2:30][CH2:31][CH2:32][CH2:33][CH3:34])[CH:23]=[O:24])[CH2:13][CH2:14]/[CH:15]=[CH:16]\[CH2:17][CH2:18][CH2:19][CH2:20][CH3:21].Cl. The catalyst class is: 1. (9) Reactant: [CH3:1][C:2]1([CH3:33])[C:11]2[C:6](=[CH:7][CH:8]=[C:9]([C:12]3[N:16]([C:17]4[CH:22]=[CH:21][C:20]([S:23](=[O:26])(=[O:25])[NH2:24])=[CH:19][CH:18]=4)[C:15]([CH3:27])=[C:14]([C:28]([O:30]CC)=[O:29])[CH:13]=3)[CH:10]=2)[O:5][CH2:4][CH2:3]1.[OH-].[Na+]. Product: [CH3:1][C:2]1([CH3:33])[C:11]2[C:6](=[CH:7][CH:8]=[C:9]([C:12]3[N:16]([C:17]4[CH:18]=[CH:19][C:20]([S:23](=[O:25])(=[O:26])[NH2:24])=[CH:21][CH:22]=4)[C:15]([CH3:27])=[C:14]([C:28]([OH:30])=[O:29])[CH:13]=3)[CH:10]=2)[O:5][CH2:4][CH2:3]1. The catalyst class is: 8. (10) The catalyst class is: 8. Product: [O:29]=[C:14]1[NH:13][CH:12]([C:7]2[CH:6]=[CH:18][CH:17]=[CH:16][CH:21]=2)[C:11](=[O:10])[N:15]1[CH:16]1[CH2:21][CH2:20][N:19]([C:22]([O:24][C:25]([CH3:28])([CH3:26])[CH3:27])=[O:23])[CH2:18][CH2:17]1. Reactant: C(N([CH2:6][CH3:7])CC)C.C([O:10][C:11](=O)[CH2:12][N:13](C1C=CC=CC=1)[C:14](=[O:29])[NH:15][CH:16]1[CH2:21][CH2:20][N:19]([C:22]([O:24][C:25]([CH3:28])([CH3:27])[CH3:26])=[O:23])[CH2:18][CH2:17]1)C.